This data is from Reaction yield outcomes from USPTO patents with 853,638 reactions. The task is: Predict the reaction yield, written as a fraction of the theoretical maximum amount of product (1.0 means a 100% yield; for example, 0.34 means a 34% yield). (1) The reactants are Cl[C:2]1[CH:7]=[C:6]([NH:8][C:9]2[CH:17]=[CH:16][CH:15]=[CH:14][C:10]=2[C:11]([OH:13])=[O:12])[C:5]([Cl:18])=[CH:4][N:3]=1.[CH3:19][N:20]1[C:24]([NH2:25])=[CH:23][C:22]([CH3:26])=[N:21]1.C1(P(C2C=CC=CC=2)C2C=CC3C(=CC=CC=3)C=2C2C3C(=CC=CC=3)C=CC=2P(C2C=CC=CC=2)C2C=CC=CC=2)C=CC=CC=1.CC(C)([O-])C.[Na+]. The catalyst is O1CCOCC1.C1C=CC(/C=C/C(/C=C/C2C=CC=CC=2)=O)=CC=1.C1C=CC(/C=C/C(/C=C/C2C=CC=CC=2)=O)=CC=1.C1C=CC(/C=C/C(/C=C/C2C=CC=CC=2)=O)=CC=1.[Pd].[Pd]. The product is [Cl:18][C:5]1[C:6]([NH:8][C:9]2[CH:17]=[CH:16][CH:15]=[CH:14][C:10]=2[C:11]([OH:13])=[O:12])=[CH:7][C:2]([NH:25][C:24]2[N:20]([CH3:19])[N:21]=[C:22]([CH3:26])[CH:23]=2)=[N:3][CH:4]=1. The yield is 0.210. (2) The reactants are [CH3:1][C:2]1[N:3](C(OC(C)(C)C)=O)[C:4]2[C:9]([CH:10]=1)=[CH:8][C:7]([C:11]1[CH:16]=[CH:15][CH:14]=[CH:13][CH:12]=1)=[CH:6][C:5]=2[C:17]([O:19]C(C)(C)C)=O.C[N:32](C(ON1N=NC2C=CC=NC1=2)=[N+](C)C)C.F[P-](F)(F)(F)(F)F.[Cl-].[NH4+].C(N(C(C)C)CC)(C)C. The catalyst is FC(F)(F)C([O-])=O.ClCCl.CN(C=O)C. The product is [CH3:1][C:2]1[NH:3][C:4]2[C:9]([CH:10]=1)=[CH:8][C:7]([C:11]1[CH:16]=[CH:15][CH:14]=[CH:13][CH:12]=1)=[CH:6][C:5]=2[C:17]([NH2:32])=[O:19]. The yield is 0.390. (3) The reactants are [CH2:1]([C:5]1[N:10]=[C:9]([CH3:11])[N:8]([CH2:12][C:13]2[CH:18]=[N:17][CH:16]=[CH:15][N:14]=2)[C:7](=[O:19])[C:6]=1[CH2:20][C:21]1[CH:26]=[CH:25][C:24]([C:27]2[CH:32]=[CH:31][CH:30]=[CH:29][C:28]=2[C:33]2[NH:37][C:36](=[O:38])[O:35][N:34]=2)=[CH:23][CH:22]=1)[CH2:2][CH2:3][CH3:4].[ClH:39].C(OCC)(=O)C. The catalyst is C(OCC)(=O)C. The product is [ClH:39].[CH2:1]([C:5]1[N:10]=[C:9]([CH3:11])[N:8]([CH2:12][C:13]2[CH:18]=[N:17][CH:16]=[CH:15][N:14]=2)[C:7](=[O:19])[C:6]=1[CH2:20][C:21]1[CH:26]=[CH:25][C:24]([C:27]2[CH:32]=[CH:31][CH:30]=[CH:29][C:28]=2[C:33]2[NH:37][C:36](=[O:38])[O:35][N:34]=2)=[CH:23][CH:22]=1)[CH2:2][CH2:3][CH3:4]. The yield is 0.860.